Dataset: Forward reaction prediction with 1.9M reactions from USPTO patents (1976-2016). Task: Predict the product of the given reaction. (1) Given the reactants [Cl:1][C:2]1[CH:9]=[CH:8][C:5]([CH:6]=[O:7])=[C:4]([OH:10])[CH:3]=1.C(=O)([O-])[O-].[Cs+].[Cs+].[CH2:17]1[CH2:21]OC[CH2:18]1, predict the reaction product. The product is: [CH2:21]([O:10][C:4]1[CH:3]=[C:2]([Cl:1])[CH:9]=[CH:8][C:5]=1[CH:6]=[O:7])[CH:17]=[CH2:18]. (2) Given the reactants [Br:1][C:2]1[S:6][C:5]([C:7]([OH:9])=O)=[CH:4][CH:3]=1.Cl.Cl.[N:12]12[CH2:20][CH2:19][CH:16]([CH2:17][CH2:18]1)[NH:15][CH2:14][CH2:13]2.O.ON1C2C=CC=CC=2N=N1.F[B-](F)(F)F.N1(OC(N(C)C)=[N+](C)C)C2C=CC=CC=2N=N1.C(N(C(C)C)CC)(C)C.[OH-].[Na+], predict the reaction product. The product is: [Br:1][C:2]1[S:6][C:5]([C:7]([N:15]2[CH:16]3[CH2:19][CH2:20][N:12]([CH2:18][CH2:17]3)[CH2:13][CH2:14]2)=[O:9])=[CH:4][CH:3]=1. (3) Given the reactants [Cl:1][C:2]1[CH:7]=[CH:6][CH:5]=[CH:4][C:3]=1[C:8]1[C:18]([C:19]2[CH:24]=[CH:23][C:22]([Cl:25])=[CH:21][CH:20]=2)=[C:11]2[N:12]=[C:13]([CH3:17])[NH:14][C:15](=O)[N:10]2[N:9]=1.C(N(C(C)C)CC)(C)C.O=P(Cl)(Cl)[Cl:37], predict the reaction product. The product is: [Cl:37][C:15]1[N:10]2[N:9]=[C:8]([C:3]3[CH:4]=[CH:5][CH:6]=[CH:7][C:2]=3[Cl:1])[C:18]([C:19]3[CH:24]=[CH:23][C:22]([Cl:25])=[CH:21][CH:20]=3)=[C:11]2[N:12]=[C:13]([CH3:17])[N:14]=1. (4) Given the reactants CCCC[N+](CCCC)(CCCC)CCCC.[F-].C1COCC1.[Si]([O:41][C@H:42]1[CH2:47][CH2:46][N:45]([C:48]([O:50][CH2:51][C:52]2[CH:57]=[CH:56][CH:55]=[CH:54][CH:53]=2)=[O:49])[C@H:44]([C:58]2[CH:63]=[CH:62][C:61]([C:64]#[N:65])=[CH:60][CH:59]=2)[CH2:43]1)(C(C)(C)C)(C1C=CC=CC=1)C1C=CC=CC=1, predict the reaction product. The product is: [C:64]([C:61]1[CH:60]=[CH:59][C:58]([C@@H:44]2[CH2:43][C@@H:42]([OH:41])[CH2:47][CH2:46][N:45]2[C:48]([O:50][CH2:51][C:52]2[CH:57]=[CH:56][CH:55]=[CH:54][CH:53]=2)=[O:49])=[CH:63][CH:62]=1)#[N:65]. (5) Given the reactants [CH2:1]([C:5]1[CH:13]=[CH:12][C:8]([C:9](O)=[O:10])=[CH:7][CH:6]=1)[CH:2]([CH3:4])[CH3:3].[N:14](C1C=C(C=CC=1OC(F)(F)F)C(N)=O)=C=S, predict the reaction product. The product is: [CH2:1]([C:5]1[CH:13]=[CH:12][C:8]([C:9]([NH2:14])=[O:10])=[CH:7][CH:6]=1)[CH:2]([CH3:4])[CH3:3].